From a dataset of Full USPTO retrosynthesis dataset with 1.9M reactions from patents (1976-2016). Predict the reactants needed to synthesize the given product. (1) Given the product [CH3:1][N:2]1[CH2:3][CH2:4][CH:5]([O:8][CH:9]2[C:18]3[CH:19]=[CH:20][CH:21]=[CH:22][C:17]=3[CH2:16][CH2:15][N:14]3[C:10]2=[N:11][C:12]([C:23]2[CH:24]=[CH:25][C:26]([NH:29][C:41]([NH:40][CH2:37][CH2:38][CH3:39])=[O:42])=[CH:27][CH:28]=2)=[CH:13]3)[CH2:6][CH2:7]1, predict the reactants needed to synthesize it. The reactants are: [CH3:1][N:2]1[CH2:7][CH2:6][CH:5]([O:8][CH:9]2[C:18]3[CH:19]=[CH:20][CH:21]=[CH:22][C:17]=3[CH2:16][CH2:15][N:14]3[C:10]2=[N:11][C:12]([C:23]2[CH:28]=[CH:27][C:26]([NH2:29])=[CH:25][CH:24]=2)=[CH:13]3)[CH2:4][CH2:3]1.CCN(CC)CC.[CH2:37]([N:40]=[C:41]=[O:42])[CH2:38][CH3:39]. (2) Given the product [Cl:3][C:4]1[N:5]([C:15]2[CH:22]=[CH:21][CH:20]=[CH:19][C:16]=2[C:17]#[N:18])[C:6]2[C:11]([C:12]=1[CH2:13][OH:14])=[CH:10][CH:9]=[CH:8][CH:7]=2, predict the reactants needed to synthesize it. The reactants are: [BH4-].[Na+].[Cl:3][C:4]1[N:5]([C:15]2[CH:22]=[CH:21][CH:20]=[CH:19][C:16]=2[C:17]#[N:18])[C:6]2[C:11]([C:12]=1[CH:13]=[O:14])=[CH:10][CH:9]=[CH:8][CH:7]=2.